Dataset: TCR-epitope binding with 47,182 pairs between 192 epitopes and 23,139 TCRs. Task: Binary Classification. Given a T-cell receptor sequence (or CDR3 region) and an epitope sequence, predict whether binding occurs between them. (1) The epitope is IPIQASLPF. The TCR CDR3 sequence is CASSLPSQPQHF. Result: 1 (the TCR binds to the epitope). (2) The epitope is KTWGQYWQV. The TCR CDR3 sequence is CASSPSLDRSQPQHF. Result: 0 (the TCR does not bind to the epitope). (3) The epitope is RQLLFVVEV. The TCR CDR3 sequence is CASSGLKNIQYF. Result: 1 (the TCR binds to the epitope). (4) The epitope is FRYMNSQGL. The TCR CDR3 sequence is CASSSQPYMTFGANVLTF. Result: 0 (the TCR does not bind to the epitope). (5) The epitope is RQLLFVVEV. The TCR CDR3 sequence is CASSPYGGTEQYF. Result: 0 (the TCR does not bind to the epitope).